From a dataset of Full USPTO retrosynthesis dataset with 1.9M reactions from patents (1976-2016). Predict the reactants needed to synthesize the given product. (1) Given the product [NH2:23][C:24]1[N:25]=[CH:26][C:27]([C:11]2[C:10]([F:22])=[C:9]([OH:8])[C:14]([CH:15]3[CH2:16][CH2:17][CH2:18]3)=[CH:13][CH:12]=2)=[N:28][CH:29]=1, predict the reactants needed to synthesize it. The reactants are: [Si]([O:8][C:9]1[C:10]([F:22])=[C:11](B(O)O)[CH:12]=[CH:13][C:14]=1[CH:15]1[CH2:18][CH2:17][CH2:16]1)(C(C)(C)C)(C)C.[NH2:23][C:24]1[CH:29]=[N:28][C:27](Br)=[CH:26][N:25]=1.C(=O)([O-])[O-].[K+].[K+].C(Cl)Cl. (2) Given the product [CH2:1]([O:8][C:9]([N:11]1[CH2:16][CH2:15][CH2:14][C@@H:13]([C:17]2[N:21]3[CH:22]=[CH:23][N:24]=[C:25]([NH:26][CH2:27][C:28]4[CH:33]=[CH:32][C:31]([O:34][CH3:35])=[CH:30][C:29]=4[O:36][CH3:37])[C:20]3=[C:19]([C:38]3[CH:43]=[CH:42][C:41]([C:44](=[O:48])[NH2:45])=[CH:40][C:39]=3[F:46])[N:18]=2)[CH2:12]1)=[O:10])[C:2]1[CH:7]=[CH:6][CH:5]=[CH:4][CH:3]=1, predict the reactants needed to synthesize it. The reactants are: [CH2:1]([O:8][C:9]([N:11]1[CH2:16][CH2:15][CH2:14][C@@H:13]([C:17]2[N:21]3[CH:22]=[CH:23][N:24]=[C:25]([NH:26][CH2:27][C:28]4[CH:33]=[CH:32][C:31]([O:34][CH3:35])=[CH:30][C:29]=4[O:36][CH3:37])[C:20]3=[C:19]([C:38]3[CH:43]=[CH:42][C:41]([C:44]#[N:45])=[CH:40][C:39]=3[F:46])[N:18]=2)[CH2:12]1)=[O:10])[C:2]1[CH:7]=[CH:6][CH:5]=[CH:4][CH:3]=1.C([O-])([O-])=[O:48].[K+].[K+].OO.O. (3) Given the product [I:1][C:2]1[C:3]([CH:11]=[O:12])=[CH:4][C:5]2[O:9][CH2:8][O:7][C:6]=2[CH:10]=1, predict the reactants needed to synthesize it. The reactants are: [I:1][C:2]1[C:3]([CH2:11][OH:12])=[CH:4][C:5]2[O:9][CH2:8][O:7][C:6]=2[CH:10]=1.C1C=C[NH+]=CC=1.[O-][Cr](Cl)(=O)=O. (4) Given the product [C:7]([CH:9]([CH2:16][C:17]1[CH:22]=[CH:21][C:20]([O:23][CH3:24])=[C:19]([O:25][CH3:26])[CH:18]=1)[C:10]([O:12][CH2:13][CH3:14])=[O:11])#[N:8], predict the reactants needed to synthesize it. The reactants are: C([O-])([O-])=O.[K+].[K+].[C:7]([CH2:9][C:10]([O:12][CH2:13][CH3:14])=[O:11])#[N:8].Br[CH2:16][C:17]1[CH:22]=[CH:21][C:20]([O:23][CH3:24])=[C:19]([O:25][CH3:26])[CH:18]=1.